This data is from Catalyst prediction with 721,799 reactions and 888 catalyst types from USPTO. The task is: Predict which catalyst facilitates the given reaction. (1) Product: [C:33]([OH:38])(=[O:37])[C:34]([OH:36])=[O:35].[C:1]([N:20]1[CH:24]=[C:23]([C:25]2[CH:32]=[CH:31][CH:30]=[CH:29][C:26]=2[CH2:27][NH2:28])[N:22]=[CH:21]1)([C:14]1[CH:19]=[CH:18][CH:17]=[CH:16][CH:15]=1)([C:2]1[CH:3]=[CH:4][CH:5]=[CH:6][CH:7]=1)[C:8]1[CH:13]=[CH:12][CH:11]=[CH:10][CH:9]=1. Reactant: [C:1]([N:20]1[CH:24]=[C:23]([C:25]2[CH:32]=[CH:31][CH:30]=[CH:29][C:26]=2[CH2:27][NH2:28])[N:22]=[CH:21]1)([C:14]1[CH:19]=[CH:18][CH:17]=[CH:16][CH:15]=1)([C:8]1[CH:13]=[CH:12][CH:11]=[CH:10][CH:9]=1)[C:2]1[CH:7]=[CH:6][CH:5]=[CH:4][CH:3]=1.[C:33]([OH:38])(=[O:37])[C:34]([OH:36])=[O:35].CCCCCC. The catalyst class is: 7. (2) Reactant: C(N(C(C)C)CC)(C)C.[CH2:10]([S:13](Cl)(=[O:15])=[O:14])[CH2:11][CH3:12].[C:17]1([S:23]([N:26]2[C:30]3=[N:31][CH:32]=[C:33]([NH:42][C:43](=[O:47])[CH2:44][C:45]#[N:46])[C:34]([NH:35][CH:36]4[CH2:41][CH2:40][NH:39][CH2:38][CH2:37]4)=[C:29]3[CH:28]=[CH:27]2)(=[O:25])=[O:24])[CH:22]=[CH:21][CH:20]=[CH:19][CH:18]=1. Product: [C:17]1([S:23]([N:26]2[C:30]3=[N:31][CH:32]=[C:33]([NH:42][C:43](=[O:47])[CH2:44][C:45]#[N:46])[C:34]([NH:35][CH:36]4[CH2:41][CH2:40][N:39]([S:13]([CH2:10][CH2:11][CH3:12])(=[O:15])=[O:14])[CH2:38][CH2:37]4)=[C:29]3[CH:28]=[CH:27]2)(=[O:25])=[O:24])[CH:22]=[CH:21][CH:20]=[CH:19][CH:18]=1. The catalyst class is: 2. (3) Reactant: [Cl:1][C:2]1[CH:11]=[C:10]2[C:5]([C:6]([N:12]3[CH2:17][CH2:16][N:15]([C:18]([NH:20][CH:21]4[CH2:27][CH2:26][CH2:25][CH2:24][C:23](=[O:28])[CH2:22]4)=[O:19])[CH2:14][CH2:13]3)=[CH:7][CH:8]=[N:9]2)=[CH:4][CH:3]=1.[CH3:29][Mg+].[Br-]. Product: [Cl:1][C:2]1[CH:11]=[C:10]2[C:5]([C:6]([N:12]3[CH2:17][CH2:16][N:15]([C:18]([NH:20][CH:21]4[CH2:27][CH2:26][CH2:25][CH2:24][C:23]([OH:28])([CH3:29])[CH2:22]4)=[O:19])[CH2:14][CH2:13]3)=[CH:7][CH:8]=[N:9]2)=[CH:4][CH:3]=1. The catalyst class is: 1. (4) Reactant: [F:1][C:2]1[CH:3]=[C:4]([C:8]2[C:17]3[C:12](=[CH:13][C:14]([CH3:18])=[CH:15][CH:16]=3)[O:11][C:10](=[O:19])[CH:9]=2)[CH:5]=[CH:6][CH:7]=1.[Br:20]N1C(=O)CCC1=O.C(OOC(=O)C1C=CC=CC=1)(=O)C1C=CC=CC=1. Product: [Br:20][CH2:18][C:14]1[CH:13]=[C:12]2[C:17]([C:8]([C:4]3[CH:5]=[CH:6][CH:7]=[C:2]([F:1])[CH:3]=3)=[CH:9][C:10](=[O:19])[O:11]2)=[CH:16][CH:15]=1. The catalyst class is: 53. (5) The catalyst class is: 3. Reactant: [SH:1][C:2]1[CH:7]=[CH:6][C:5]([N+:8]([O-:10])=[O:9])=[CH:4][N:3]=1.C(=O)([O-])[O-].[K+].[K+].Cl.Cl[CH2:19][C:20]1[N:21]([CH2:25][CH2:26][CH3:27])[CH:22]=[CH:23][N:24]=1.O. Product: [N+:8]([C:5]1[CH:6]=[CH:7][C:2]([S:1][CH2:19][C:20]2[N:21]([CH2:25][CH2:26][CH3:27])[CH:22]=[CH:23][N:24]=2)=[N:3][CH:4]=1)([O-:10])=[O:9].